Dataset: Full USPTO retrosynthesis dataset with 1.9M reactions from patents (1976-2016). Task: Predict the reactants needed to synthesize the given product. (1) The reactants are: [C:1]([C:5]1[CH:6]=[C:7]([CH:10]=[C:11]([C:13]([CH3:16])([CH3:15])[CH3:14])[CH:12]=1)[CH:8]=O)([CH3:4])([CH3:3])[CH3:2].[CH:17]([NH2:19])=[O:18].[CH3:20][C:21]1[CH:26]=[CH:25][C:24]([S:27]([OH:29])=[O:28])=[CH:23][CH:22]=1. Given the product [C:1]([C:5]1[CH:6]=[C:7]([CH:8]([S:27]([C:24]2[CH:25]=[CH:26][C:21]([CH3:20])=[CH:22][CH:23]=2)(=[O:29])=[O:28])[NH:19][CH:17]=[O:18])[CH:10]=[C:11]([C:13]([CH3:16])([CH3:15])[CH3:14])[CH:12]=1)([CH3:4])([CH3:3])[CH3:2], predict the reactants needed to synthesize it. (2) Given the product [C:10]1([N:16]2[C:7]([NH2:8])=[C:3]3[CH2:4][S:5][CH2:6][C:2]3=[N:17]2)[CH:15]=[CH:14][CH:13]=[CH:12][CH:11]=1, predict the reactants needed to synthesize it. The reactants are: O=[C:2]1[CH2:6][S:5][CH2:4][CH:3]1[C:7]#[N:8].Cl.[C:10]1([NH:16][NH2:17])[CH:15]=[CH:14][CH:13]=[CH:12][CH:11]=1.CCO. (3) Given the product [CH3:1][C:2]([CH3:40])([CH3:39])[C:3]([O:5][CH2:6][N:7]1[C:16](=[O:17])[C:15]2[C:10](=[CH:11][C:12]([CH3:37])=[C:13]([CH2:18][N:19]([CH2:34][C:35]#[CH:36])[C:20]3[CH:32]=[CH:31][C:23]([C:24]([OH:26])=[O:25])=[C:22]([F:33])[CH:21]=3)[CH:14]=2)[N:9]=[C:8]1[CH3:38])=[O:4], predict the reactants needed to synthesize it. The reactants are: [CH3:1][C:2]([CH3:40])([CH3:39])[C:3]([O:5][CH2:6][N:7]1[C:16](=[O:17])[C:15]2[C:10](=[CH:11][C:12]([CH3:37])=[C:13]([CH2:18][N:19]([CH2:34][C:35]#[CH:36])[C:20]3[CH:32]=[CH:31][C:23]([C:24]([O:26]C(C)(C)C)=[O:25])=[C:22]([F:33])[CH:21]=3)[CH:14]=2)[N:9]=[C:8]1[CH3:38])=[O:4].C(O)=O. (4) Given the product [CH2:1]([O:3][C:4](=[O:21])[C@@H:5]1[CH2:9][CH:8]([CH2:35][C:34]2[C:33]([Cl:32])=[CH:40][CH:39]=[CH:38][C:37]=2[Cl:41])[C:7](=[O:10])[N:6]1[C:11]12[CH2:18][CH:17]3[CH2:19][CH:13]([CH2:14][CH:15]([CH2:16]3)[CH2:20]1)[CH2:12]2)[CH3:2], predict the reactants needed to synthesize it. The reactants are: [CH2:1]([O:3][C:4](=[O:21])[C@@H:5]1[CH2:9][CH2:8][C:7](=[O:10])[N:6]1[C:11]12[CH2:20][CH:15]3[CH2:16][CH:17]([CH2:19][CH:13]([CH2:14]3)[CH2:12]1)[CH2:18]2)[CH3:2].C[Si]([N-][Si](C)(C)C)(C)C.[Li+].[Cl:32][C:33]1[CH:40]=[CH:39][CH:38]=[C:37]([Cl:41])[C:34]=1[CH2:35]Cl.[Cl-].[NH4+]. (5) Given the product [C:17]([O:20][CH2:21][CH2:22][O:23][C:24]1[CH:29]=[CH:28][CH:27]=[C:26]([CH2:30][N:1]2[CH2:5][CH2:4][CH:3]([NH:6][C:7]3[CH:16]=[CH:15][CH:14]=[C:13]4[C:8]=3[CH:9]=[CH:10][N:11]=[CH:12]4)[CH2:2]2)[CH:25]=1)(=[O:19])[CH3:18], predict the reactants needed to synthesize it. The reactants are: [NH:1]1[CH2:5][CH2:4][CH:3]([NH:6][C:7]2[C:8]3[CH:9]=[CH:10][N:11]=[CH:12][C:13]=3[CH:14]=[CH:15][CH:16]=2)[CH2:2]1.[C:17]([O:20][CH2:21][CH2:22][O:23][C:24]1[CH:29]=[CH:28][CH:27]=[C:26]([CH:30]=O)[CH:25]=1)(=[O:19])[CH3:18].C(O[BH-](OC(=O)C)OC(=O)C)(=O)C.[Na+]. (6) Given the product [CH2:21]([O:20][CH:19]([O:23][CH2:24][CH3:25])[CH2:18][O:15][C:11]1[CH:10]=[C:9]([B:4]2[O:3][C:2]([CH3:16])([CH3:1])[C:6]([CH3:7])([CH3:8])[O:5]2)[CH:14]=[CH:13][CH:12]=1)[CH3:22], predict the reactants needed to synthesize it. The reactants are: [CH3:1][C:2]1([CH3:16])[C:6]([CH3:8])([CH3:7])[O:5][B:4]([C:9]2[CH:10]=[C:11]([OH:15])[CH:12]=[CH:13][CH:14]=2)[O:3]1.Br[CH2:18][CH:19]([O:23][CH2:24][CH3:25])[O:20][CH2:21][CH3:22].C([O-])([O-])=O.[Cs+].[Cs+].O. (7) Given the product [CH:23]1([CH2:29][CH2:30][NH:31][C:32]([C:34]2[CH:39]=[CH:38][C:37]([C:40]3[CH:45]=[C:44]([C:46]4[O:47][C:48]([CH3:51])=[N:49][N:50]=4)[CH:43]=[CH:42][C:41]=3[CH3:52])=[CH:36][CH:35]=2)=[O:33])[CH2:28][CH2:27][CH2:26][CH2:25][CH2:24]1, predict the reactants needed to synthesize it. The reactants are: CC1C=CC(C2OC(C)=NN=2)=CC=1C1C=CC(C(O)=O)=CC=1.[CH:23]1([CH2:29][CH2:30][NH:31][C:32]([C:34]2[CH:39]=[CH:38][C:37]([C:40]3[CH:45]=[C:44]([C:46]4[O:47][C:48]([CH3:51])=[N:49][N:50]=4)[CH:43]=[CH:42][C:41]=3[CH3:52])=[CH:36][CH:35]=2)=[O:33])[CH2:28][CH2:27][CH2:26][CH2:25][CH2:24]1.C1C=CC2N(O)N=NC=2C=1.Cl.CN(C)CCCN=C=NCC.C1(CCN)CCCCC1. (8) Given the product [C:1]([O:5][C:6]([N:8]1[CH2:9][CH2:10][CH:11]([CH2:14][CH2:15][CH:16]([P:17]([O:19][CH2:20][CH3:21])([O:22][CH2:23][CH3:24])=[O:18])[CH:34]([C:33]2[CH:36]=[CH:37][C:38]([S:39][CH3:40])=[C:31]([Cl:30])[CH:32]=2)[OH:35])[CH2:12][CH2:13]1)=[O:7])([CH3:2])([CH3:3])[CH3:4], predict the reactants needed to synthesize it. The reactants are: [C:1]([O:5][C:6]([N:8]1[CH2:13][CH2:12][CH:11]([CH2:14][CH2:15][CH2:16][P:17]([O:22][CH2:23][CH3:24])([O:19][CH2:20][CH3:21])=[O:18])[CH2:10][CH2:9]1)=[O:7])([CH3:4])([CH3:3])[CH3:2].C([Li])CCC.[Cl:30][C:31]1[CH:32]=[C:33]([CH:36]=[CH:37][C:38]=1[S:39][CH3:40])[CH:34]=[O:35].